Dataset: Full USPTO retrosynthesis dataset with 1.9M reactions from patents (1976-2016). Task: Predict the reactants needed to synthesize the given product. (1) Given the product [Cl:2][C:3]1[C:4]([F:28])=[C:5]([CH:25]=[CH:26][CH:27]=1)[NH:6][C:7]1[C:16]2[C:11](=[CH:12][C:13]([O:23][CH3:24])=[C:14]([O:17][C@H:18]3[CH2:22][CH2:21][N:20]([S:30]([CH3:29])(=[O:32])=[O:31])[CH2:19]3)[CH:15]=2)[N:10]=[CH:9][N:8]=1, predict the reactants needed to synthesize it. The reactants are: Cl.[Cl:2][C:3]1[C:4]([F:28])=[C:5]([CH:25]=[CH:26][CH:27]=1)[NH:6][C:7]1[C:16]2[C:11](=[CH:12][C:13]([O:23][CH3:24])=[C:14]([O:17][C@H:18]3[CH2:22][CH2:21][NH:20][CH2:19]3)[CH:15]=2)[N:10]=[CH:9][N:8]=1.[CH3:29][S:30](Cl)(=[O:32])=[O:31]. (2) Given the product [F:28][C:21]1[CH:22]=[CH:23][CH:24]=[CH:25][C:20]=1[CH2:19][CH2:18][C:9]1[N:8]([C:5]2[CH:4]=[CH:3][C:2]([F:1])=[CH:7][CH:6]=2)[C:12]([C:13]([O:15][CH2:16][CH3:17])=[O:14])=[CH:11][N:10]=1, predict the reactants needed to synthesize it. The reactants are: [F:1][C:2]1[CH:7]=[CH:6][C:5]([N:8]2[C:12]([C:13]([O:15][CH2:16][CH3:17])=[O:14])=[CH:11][N:10]=[C:9]2[CH2:18][CH2:19][C:20]2[C:25](F)=[CH:24][CH:23]=[C:22](F)[C:21]=2[F:28])=[CH:4][CH:3]=1.ClC1C=CC=C(F)C=1C#CC1N(C2C=CC(F)=CC=2)C(C(OCC)=O)=CN=1.